From a dataset of Forward reaction prediction with 1.9M reactions from USPTO patents (1976-2016). Predict the product of the given reaction. (1) The product is: [Cl:1][C:2]1[CH:7]=[CH:6][C:5]([C@@H:8]([CH2:9][NH:10][CH:18]([CH3:20])[CH3:19])[C:21]([N:23]2[CH2:28][CH2:27][N:26]([C:29]3[C:34]([O:35][CH:36]([CH3:38])[CH3:37])=[CH:33][N:32]=[C:31]4[NH:39][CH:40]=[CH:41][C:30]=34)[CH2:25][CH2:24]2)=[O:22])=[CH:4][CH:3]=1. Given the reactants [Cl:1][C:2]1[CH:7]=[CH:6][C:5]([C@H:8]([C:21]([N:23]2[CH2:28][CH2:27][N:26]([C:29]3[C:34]([O:35][CH:36]([CH3:38])[CH3:37])=[CH:33][N:32]=[C:31]4[NH:39][CH:40]=[CH:41][C:30]=34)[CH2:25][CH2:24]2)=[O:22])[CH2:9][N:10]([CH:18]([CH3:20])[CH3:19])C(=O)OC(C)(C)C)=[CH:4][CH:3]=1, predict the reaction product. (2) Given the reactants [O:1]=[S:2]1(=[O:41])[CH2:7][CH2:6][CH:5]([O:8][C:9]2[CH:14]=[C:13]([CH3:15])[C:12]([C:16]3[CH:21]=[CH:20][CH:19]=[C:18]([CH2:22][O:23][C:24]4[CH:29]=[CH:28][C:27]([C:30]5([CH2:34][C:35]([O:37]CC)=[O:36])[CH2:33][O:32][CH2:31]5)=[CH:26][CH:25]=4)[CH:17]=3)=[C:11]([CH3:40])[CH:10]=2)[CH2:4][CH2:3]1, predict the reaction product. The product is: [O:41]=[S:2]1(=[O:1])[CH2:7][CH2:6][CH:5]([O:8][C:9]2[CH:14]=[C:13]([CH3:15])[C:12]([C:16]3[CH:21]=[CH:20][CH:19]=[C:18]([CH2:22][O:23][C:24]4[CH:29]=[CH:28][C:27]([C:30]5([CH2:34][C:35]([OH:37])=[O:36])[CH2:31][O:32][CH2:33]5)=[CH:26][CH:25]=4)[CH:17]=3)=[C:11]([CH3:40])[CH:10]=2)[CH2:4][CH2:3]1.